From a dataset of Catalyst prediction with 721,799 reactions and 888 catalyst types from USPTO. Predict which catalyst facilitates the given reaction. (1) Reactant: [NH2:1][C:2]1[CH:3]=[C:4]2[C:9](=[CH:10][CH:11]=1)[CH2:8][N:7]([C:12]([O:14][C:15]([CH3:18])([CH3:17])[CH3:16])=[O:13])[CH2:6][CH2:5]2.Cl[C:20]1[N:25]=[C:24]([NH:26][C@@H:27]2[CH2:32][CH2:31][CH2:30][N:29]([C:33](=[O:36])[CH:34]=[CH2:35])[CH2:28]2)[C:23]([F:37])=[CH:22][N:21]=1.C([O-])([O-])=O.[Cs+].[Cs+].CN(C1C(C2C(P(C3CCCCC3)C3CCCCC3)=CC=CC=2)=CC=CC=1)C. Product: [C:33]([N:29]1[CH2:30][CH2:31][CH2:32][C@@H:27]([NH:26][C:24]2[C:23]([F:37])=[CH:22][N:21]=[C:20]([NH:1][C:2]3[CH:3]=[C:4]4[C:9](=[CH:10][CH:11]=3)[CH2:8][N:7]([C:12]([O:14][C:15]([CH3:18])([CH3:17])[CH3:16])=[O:13])[CH2:6][CH2:5]4)[N:25]=2)[CH2:28]1)(=[O:36])[CH:34]=[CH2:35]. The catalyst class is: 101. (2) Reactant: [F:1][C:2]1[CH:3]=[C:4]([CH2:15][NH2:16])[CH:5]=[CH:6][C:7]=1[O:8][CH2:9][CH2:10][CH2:11][CH2:12][CH2:13][CH3:14].Cl[C:18]1[C:27]2[C:22](=[CH:23][CH:24]=[CH:25][CH:26]=2)[N:21]=[CH:20][CH:19]=1.C(OCCCOCCCCCCCCNC1C2C(=CC=CC=2)N=CC=1)C. Product: [F:1][C:2]1[CH:3]=[C:4]([CH:5]=[CH:6][C:7]=1[O:8][CH2:9][CH2:10][CH2:11][CH2:12][CH2:13][CH3:14])[CH2:15][NH:16][C:18]1[C:27]2[C:22](=[CH:23][CH:24]=[CH:25][CH:26]=2)[N:21]=[CH:20][CH:19]=1. The catalyst class is: 37.